Predict the reactants needed to synthesize the given product. From a dataset of Full USPTO retrosynthesis dataset with 1.9M reactions from patents (1976-2016). (1) Given the product [O:1]1[C:5]2[CH:6]=[CH:7][C:8]([CH2:10][N:11]3[C:20]([CH2:21][O:22][CH2:37][C:36]4[CH:39]=[CH:40][C:33]([O:32][CH3:31])=[CH:34][CH:35]=4)=[C:19]([C:23]4[CH:28]=[CH:27][CH:26]=[CH:25][CH:24]=4)[C:18]4[C:13](=[CH:14][CH:15]=[C:16]([Br:29])[CH:17]=4)[C:12]3=[O:30])=[CH:9][C:4]=2[O:3][CH2:2]1, predict the reactants needed to synthesize it. The reactants are: [O:1]1[C:5]2[CH:6]=[CH:7][C:8]([CH2:10][N:11]3[C:20]([CH2:21][OH:22])=[C:19]([C:23]4[CH:28]=[CH:27][CH:26]=[CH:25][CH:24]=4)[C:18]4[C:13](=[CH:14][CH:15]=[C:16]([Br:29])[CH:17]=4)[C:12]3=[O:30])=[CH:9][C:4]=2[O:3][CH2:2]1.[CH3:31][O:32][C:33]1[CH:40]=[CH:39][C:36]([CH2:37]Br)=[CH:35][CH:34]=1. (2) Given the product [CH2:20]1[C:21]2[C:26](=[CH:25][CH:24]=[CH:23][CH:22]=2)[CH2:27][CH:19]1[CH2:18][CH2:17][N:4]1[CH2:3][CH2:2][N:1]([C:7]2[CH:15]=[CH:14][CH:13]=[C:12]3[C:8]=2[CH:9]=[CH:10][NH:11]3)[CH2:6][CH2:5]1, predict the reactants needed to synthesize it. The reactants are: [N:1]1([C:7]2[CH:15]=[CH:14][CH:13]=[C:12]3[C:8]=2[CH:9]=[CH:10][NH:11]3)[CH2:6][CH2:5][NH:4][CH2:3][CH2:2]1.I[CH2:17][CH2:18][CH:19]1[CH2:27][C:26]2[C:21](=[CH:22][CH:23]=[CH:24][CH:25]=2)[CH2:20]1.C([O-])([O-])=O.[K+].[K+].C(C(C)=O)C(C)C. (3) Given the product [Si:10]([O:17][CH2:18][C@@H:19]([NH:20][S@@:21]([C:23]([CH3:26])([CH3:25])[CH3:24])=[O:22])[C:2]1[CH:7]=[CH:6][C:5]([F:8])=[C:4]([F:9])[CH:3]=1)([C:13]([CH3:16])([CH3:15])[CH3:14])([CH3:12])[CH3:11], predict the reactants needed to synthesize it. The reactants are: Br[C:2]1[CH:7]=[CH:6][C:5]([F:8])=[C:4]([F:9])[CH:3]=1.[Si:10]([O:17][CH2:18]/[CH:19]=[N:20]/[S@@:21]([C:23]([CH3:26])([CH3:25])[CH3:24])=[O:22])([C:13]([CH3:16])([CH3:15])[CH3:14])([CH3:12])[CH3:11]. (4) Given the product [CH2:1]([O:9][C:10]1[CH:17]=[CH:16][C:13]([CH:14]=[O:15])=[CH:12][C:11]=1[CH3:18])[C:2]1[CH:7]=[CH:6][CH:5]=[CH:4][CH:3]=1, predict the reactants needed to synthesize it. The reactants are: [CH2:1](Br)[C:2]1[CH:7]=[CH:6][CH:5]=[CH:4][CH:3]=1.[OH:9][C:10]1[CH:17]=[CH:16][C:13]([CH:14]=[O:15])=[CH:12][C:11]=1[CH3:18]. (5) Given the product [NH2:40][C:35]1[C:34]2=[N:33][CH:32]=[C:31]([C@H:10]3[C@H:9]([OH:8])[C@H:13]([OH:14])[C@@H:12]([CH2:22][OH:23])[O:11]3)[N:39]2[N:38]=[CH:37][N:36]=1, predict the reactants needed to synthesize it. The reactants are: C([O:8][C@@H:9]1[C@H:13]([O:14]CC2C=CC=CC=2)[C@@H:12]([CH2:22][O:23]CC2C=CC=CC=2)[O:11][C@H:10]1[C:31]1[N:39]2[C:34]([C:35]([NH2:40])=[N:36][CH:37]=[N:38]2)=[N:33][CH:32]=1)C1C=CC=CC=1.[H][H].